From a dataset of NCI-60 drug combinations with 297,098 pairs across 59 cell lines. Regression. Given two drug SMILES strings and cell line genomic features, predict the synergy score measuring deviation from expected non-interaction effect. (1) Drug 1: C1CN1P(=S)(N2CC2)N3CC3. Drug 2: CC1C(C(CC(O1)OC2CC(CC3=C2C(=C4C(=C3O)C(=O)C5=CC=CC=C5C4=O)O)(C(=O)C)O)N)O. Cell line: NCI/ADR-RES. Synergy scores: CSS=20.1, Synergy_ZIP=-7.61, Synergy_Bliss=0.0222, Synergy_Loewe=-15.9, Synergy_HSA=0.964. (2) Drug 1: COC1=C(C=C2C(=C1)N=CN=C2NC3=CC(=C(C=C3)F)Cl)OCCCN4CCOCC4. Drug 2: C1CN1P(=S)(N2CC2)N3CC3. Cell line: ACHN. Synergy scores: CSS=52.0, Synergy_ZIP=2.46, Synergy_Bliss=3.51, Synergy_Loewe=5.87, Synergy_HSA=9.63. (3) Drug 1: CCCS(=O)(=O)NC1=C(C(=C(C=C1)F)C(=O)C2=CNC3=C2C=C(C=N3)C4=CC=C(C=C4)Cl)F. Drug 2: CN(C)N=NC1=C(NC=N1)C(=O)N. Cell line: T-47D. Synergy scores: CSS=6.72, Synergy_ZIP=1.23, Synergy_Bliss=3.33, Synergy_Loewe=0.678, Synergy_HSA=1.59. (4) Drug 1: C1C(C(OC1N2C=C(C(=O)NC2=O)F)CO)O. Drug 2: C1C(C(OC1N2C=NC3=C(N=C(N=C32)Cl)N)CO)O. Cell line: SNB-75. Synergy scores: CSS=7.65, Synergy_ZIP=-6.29, Synergy_Bliss=-3.11, Synergy_Loewe=-2.75, Synergy_HSA=-2.16. (5) Drug 1: C1=C(C(=O)NC(=O)N1)F. Drug 2: CN(CCCl)CCCl.Cl. Cell line: OVCAR3. Synergy scores: CSS=63.9, Synergy_ZIP=-1.09, Synergy_Bliss=-2.77, Synergy_Loewe=-1.58, Synergy_HSA=-0.293. (6) Drug 1: C1CCC(CC1)NC(=O)N(CCCl)N=O. Drug 2: N.N.Cl[Pt+2]Cl. Cell line: RPMI-8226. Synergy scores: CSS=19.0, Synergy_ZIP=4.62, Synergy_Bliss=4.94, Synergy_Loewe=-13.9, Synergy_HSA=-2.70. (7) Drug 1: CC(C)NC(=O)C1=CC=C(C=C1)CNNC.Cl. Drug 2: N.N.Cl[Pt+2]Cl. Cell line: T-47D. Synergy scores: CSS=23.4, Synergy_ZIP=-9.06, Synergy_Bliss=-2.34, Synergy_Loewe=-0.303, Synergy_HSA=-0.183. (8) Cell line: NCI-H322M. Drug 1: C(=O)(N)NO. Drug 2: N.N.Cl[Pt+2]Cl. Synergy scores: CSS=-5.02, Synergy_ZIP=1.42, Synergy_Bliss=-1.29, Synergy_Loewe=-6.88, Synergy_HSA=-5.43. (9) Drug 1: COC1=C(C=C2C(=C1)N=CN=C2NC3=CC(=C(C=C3)F)Cl)OCCCN4CCOCC4. Drug 2: COC1=CC(=CC(=C1O)OC)C2C3C(COC3=O)C(C4=CC5=C(C=C24)OCO5)OC6C(C(C7C(O6)COC(O7)C8=CC=CS8)O)O. Cell line: COLO 205. Synergy scores: CSS=55.8, Synergy_ZIP=5.12, Synergy_Bliss=5.57, Synergy_Loewe=-11.5, Synergy_HSA=9.60. (10) Synergy scores: CSS=17.2, Synergy_ZIP=1.97, Synergy_Bliss=2.35, Synergy_Loewe=5.22, Synergy_HSA=5.35. Drug 1: CCCS(=O)(=O)NC1=C(C(=C(C=C1)F)C(=O)C2=CNC3=C2C=C(C=N3)C4=CC=C(C=C4)Cl)F. Cell line: CAKI-1. Drug 2: CS(=O)(=O)CCNCC1=CC=C(O1)C2=CC3=C(C=C2)N=CN=C3NC4=CC(=C(C=C4)OCC5=CC(=CC=C5)F)Cl.